Dataset: Forward reaction prediction with 1.9M reactions from USPTO patents (1976-2016). Task: Predict the product of the given reaction. (1) The product is: [CH2:31]([O:1][C:2]1[CH:11]=[C:10]([C:25]2[CH:26]=[CH:27][C:22]([F:21])=[CH:23][CH:24]=2)[CH:9]=[CH:8][C:3]=1[C:4]([O:6][CH3:7])=[O:5])[CH3:32]. Given the reactants [OH:1][C:2]1[CH:11]=[C:10](I)[CH:9]=[CH:8][C:3]=1[C:4]([O:6][CH3:7])=[O:5].P([O-])([O-])([O-])=O.[K+].[K+].[K+].[F:21][C:22]1[CH:27]=[CH:26][C:25](B(O)O)=[CH:24][CH:23]=1.[CH:31]1(P(C2CCCCC2)C2CCCCC2)CCCC[CH2:32]1, predict the reaction product. (2) Given the reactants Cl[C:2]1[N:7]=[C:6]([CH:8]2[CH:10]([CH3:11])[C:9]2([F:13])[F:12])[N:5]=[C:4]([N:14]2[CH2:19][C@@H:18]3[CH2:20][C@H:15]2[CH2:16][O:17]3)[CH:3]=1.[F:21][CH:22]([F:40])[O:23][C:24]1[C:25]([NH2:39])=[N:26][CH:27]=[C:28](B2OC(C)(C)C(C)(C)O2)[CH:29]=1.C(=O)([O-])[O-].[Cs+].[Cs+], predict the reaction product. The product is: [C@H:18]12[CH2:20][C@H:15]([N:14]([C:4]3[N:5]=[C:6]([CH:8]4[CH:10]([CH3:11])[C:9]4([F:13])[F:12])[N:7]=[C:2]([C:28]4[CH:29]=[C:24]([O:23][CH:22]([F:40])[F:21])[C:25]([NH2:39])=[N:26][CH:27]=4)[CH:3]=3)[CH2:19]1)[CH2:16][O:17]2. (3) The product is: [C:25]([O:29][C:30]([N:32]1[CH2:37][CH2:36][CH:35]([O:38][C:39]2[CH:47]=[CH:46][C:45]([Cl:48])=[CH:44][C:40]=2[C:41](=[O:42])[NH:10][CH3:11])[CH2:34][CH2:33]1)=[O:31])([CH3:28])([CH3:27])[CH3:26]. Given the reactants F[P-](F)(F)(F)(F)F.Br[P+](N1CCCC1)(N1CCCC1)[N:10]1CCC[CH2:11]1.[C:25]([O:29][C:30]([N:32]1[CH2:37][CH2:36][CH:35]([O:38][C:39]2[CH:47]=[CH:46][C:45]([Cl:48])=[CH:44][C:40]=2[C:41](O)=[O:42])[CH2:34][CH2:33]1)=[O:31])([CH3:28])([CH3:27])[CH3:26].CN, predict the reaction product. (4) Given the reactants Cl[C:2]1[C:7]([CH:8]=[O:9])=[C:6]([NH:10][C:11]2[CH:16]=[CH:15][CH:14]=[CH:13][C:12]=2[F:17])[N:5]=[C:4]([S:18][CH3:19])[N:3]=1.[F:20][C:21]1[CH:26]=[CH:25][CH:24]=[CH:23][C:22]=1B(O)O, predict the reaction product. The product is: [F:20][C:21]1[CH:26]=[CH:25][CH:24]=[CH:23][C:22]=1[C:2]1[C:7]([CH:8]=[O:9])=[C:6]([NH:10][C:11]2[CH:16]=[CH:15][CH:14]=[CH:13][C:12]=2[F:17])[N:5]=[C:4]([S:18][CH3:19])[N:3]=1. (5) Given the reactants [Br:1]N1C(=O)CCC1=O.[CH3:9][O:10][CH2:11][CH2:12][CH2:13][O:14][C:15]1[C:20]2[CH2:21][CH2:22][O:23][C:19]=2[CH:18]=[C:17]([CH2:24][OH:25])[CH:16]=1, predict the reaction product. The product is: [Br:1][C:16]1[C:17]([CH2:24][OH:25])=[CH:18][C:19]2[O:23][CH2:22][CH2:21][C:20]=2[C:15]=1[O:14][CH2:13][CH2:12][CH2:11][O:10][CH3:9].[Br:1][C:18]1[C:19]2[O:23][CH2:22][CH2:21][C:20]=2[C:15]([O:14][CH2:13][CH2:12][CH2:11][O:10][CH3:9])=[CH:16][C:17]=1[CH2:24][OH:25]. (6) Given the reactants [CH:1]1(/[CH:5]=[N:6]/[S@:7]([C:9]([CH3:12])([CH3:11])[CH3:10])=[O:8])[CH2:4][CH2:3][CH2:2]1.[C:13]1([Mg]Br)[CH:18]=[CH:17][CH:16]=[CH:15][CH:14]=1, predict the reaction product. The product is: [CH:1]1([CH:5]([C:13]2[CH:18]=[CH:17][CH:16]=[CH:15][CH:14]=2)[NH:6][S:7]([C:9]([CH3:12])([CH3:11])[CH3:10])=[O:8])[CH2:2][CH2:3][CH2:4]1.